This data is from Full USPTO retrosynthesis dataset with 1.9M reactions from patents (1976-2016). The task is: Predict the reactants needed to synthesize the given product. (1) Given the product [NH2:5][C:6]1[N:11]=[C:10]([NH:12][CH2:13][CH2:14][CH2:15][CH3:16])[C:9]([CH2:17][C:18]2[CH:19]=[C:20]([CH2:26][C:27]([O:29][CH3:31])=[O:28])[CH:21]=[CH:22][C:23]=2[O:24][CH3:25])=[C:8]([CH3:30])[N:7]=1, predict the reactants needed to synthesize it. The reactants are: B(Br)(Br)Br.[NH2:5][C:6]1[N:11]=[C:10]([NH:12][CH2:13][CH2:14][CH2:15][CH3:16])[C:9]([CH2:17][C:18]2[CH:19]=[C:20]([CH2:26][C:27]([OH:29])=[O:28])[CH:21]=[CH:22][C:23]=2[O:24][CH3:25])=[C:8]([CH3:30])[N:7]=1.[CH3:31]O.Cl. (2) Given the product [Br:18][CH2:19][CH2:20][C:21]([NH:6][C:5]1[CH:7]=[CH:8][CH:9]=[C:3]([C:2]([F:10])([F:11])[F:1])[CH:4]=1)=[O:22], predict the reactants needed to synthesize it. The reactants are: [F:1][C:2]([F:11])([F:10])[C:3]1[CH:4]=[C:5]([CH:7]=[CH:8][CH:9]=1)[NH2:6].C(=O)([O-])[O-].[K+].[K+].[Br:18][CH2:19][CH2:20][C:21](Cl)=[O:22]. (3) Given the product [CH3:10][O:9][C:7]1[CH:6]=[C:5]([C:11]2[C:16]([CH:17]([CH3:18])[CH3:19])=[CH:15][N:14]=[C:13]([CH3:20])[C:12]=2[C:21]2[CH:26]=[CH:25][C:24]([F:27])=[CH:23][CH:22]=2)[CH:4]=[C:3]([O:2][CH3:1])[CH:8]=1, predict the reactants needed to synthesize it. The reactants are: [CH3:1][O:2][C:3]1[CH:4]=[C:5]([C:11]2[C:16]([C:17]([CH3:19])=[CH2:18])=[CH:15][N:14]=[C:13]([CH3:20])[C:12]=2[C:21]2[CH:26]=[CH:25][C:24]([F:27])=[CH:23][CH:22]=2)[CH:6]=[C:7]([O:9][CH3:10])[CH:8]=1.[H][H]. (4) Given the product [C:21]([C:16]1[CH:17]=[CH:18][CH:19]=[CH:20][C:15]=1[C:4]1[C:5](=[O:14])[N:6]([C:8]2[CH:13]=[CH:12][CH:11]=[CH:10][CH:9]=2)[CH:7]=[C:2]([C:27]2[CH:28]=[CH:29][CH:30]=[CH:31][C:26]=2[N+:23]([O-:25])=[O:24])[CH:3]=1)#[N:22], predict the reactants needed to synthesize it. The reactants are: Br[C:2]1[CH:3]=[C:4]([C:15]2[CH:20]=[CH:19][CH:18]=[CH:17][C:16]=2[C:21]#[N:22])[C:5](=[O:14])[N:6]([C:8]2[CH:13]=[CH:12][CH:11]=[CH:10][CH:9]=2)[CH:7]=1.[N+:23]([C:26]1[CH:31]=[CH:30][CH:29]=[CH:28][C:27]=1B(O)O)([O-:25])=[O:24].C(=O)([O-])[O-].[Cs+].[Cs+].O. (5) Given the product [CH:1]1([NH:4][C:5]([C:7]2[CH:12]=[C:11]([C:13]3[C:14]([C:27]([NH:68][C:67]4[CH:69]=[CH:70][C:64]([F:63])=[CH:65][CH:66]=4)=[O:29])=[CH:15][C:16]([C:19]([NH:21][CH2:22][C:23]([CH3:24])([CH3:26])[CH3:25])=[O:20])=[CH:17][CH:18]=3)[C:10]([CH3:30])=[C:9]([F:31])[CH:8]=2)=[O:6])[CH2:2][CH2:3]1, predict the reactants needed to synthesize it. The reactants are: [CH:1]1([NH:4][C:5]([C:7]2[CH:8]=[C:9]([F:31])[C:10]([CH3:30])=[C:11]([C:13]3[C:14]([C:27]([OH:29])=O)=[CH:15][C:16]([C:19]([NH:21][CH2:22][C:23]([CH3:26])([CH3:25])[CH3:24])=[O:20])=[CH:17][CH:18]=3)[CH:12]=2)=[O:6])[CH2:3][CH2:2]1.CN(C(ON1N=NC2C=CC=CC1=2)=[N+](C)C)C.F[P-](F)(F)(F)(F)F.CCN(CC)CC.[F:63][C:64]1[CH:70]=[CH:69][C:67]([NH2:68])=[CH:66][CH:65]=1.